This data is from Reaction yield outcomes from USPTO patents with 853,638 reactions. The task is: Predict the reaction yield, written as a fraction of the theoretical maximum amount of product (1.0 means a 100% yield; for example, 0.34 means a 34% yield). (1) The reactants are [CH3:1][O:2][C:3]1[CH:4]=[C:5]([C:12]2[CH:17]=[CH:16][C:15]([C:18](=[O:27])[CH2:19][C:20]([CH3:26])([CH3:25])[C:21]([O:23][CH3:24])=[O:22])=[CH:14][CH:13]=2)[CH:6]=[CH:7][C:8]=1[N+:9]([O-])=O.Cl. The catalyst is C(O)C.[Fe]. The product is [NH2:9][C:8]1[CH:7]=[CH:6][C:5]([C:12]2[CH:13]=[CH:14][C:15]([C:18](=[O:27])[CH2:19][C:20]([CH3:26])([CH3:25])[C:21]([O:23][CH3:24])=[O:22])=[CH:16][CH:17]=2)=[CH:4][C:3]=1[O:2][CH3:1]. The yield is 0.670. (2) The reactants are [C:1]1([S:7]([CH2:10][C:11]([NH:13][NH:14][C:15](=[O:17])[CH3:16])=O)(=[O:9])=[O:8])[CH:6]=[CH:5][CH:4]=[CH:3][CH:2]=1.P(Cl)(Cl)(Cl)=O. The catalyst is C(#N)C.O. The product is [C:1]1([S:7]([CH2:10][C:11]2[O:17][C:15]([CH3:16])=[N:14][N:13]=2)(=[O:8])=[O:9])[CH:2]=[CH:3][CH:4]=[CH:5][CH:6]=1. The yield is 0.700. (3) The reactants are [C:1]([CH2:3]P(=O)(OCC)OCC)#[N:2].CC([O-])(C)C.[K+].O=[C:19]1[CH2:23][CH2:22][N:21]([C:24]([O:26][C:27]([CH3:30])([CH3:29])[CH3:28])=[O:25])[CH2:20]1. The catalyst is C1COCC1. The product is [C:1]([CH:3]=[C:19]1[CH2:23][CH2:22][N:21]([C:24]([O:26][C:27]([CH3:30])([CH3:29])[CH3:28])=[O:25])[CH2:20]1)#[N:2]. The yield is 0.445. (4) The reactants are [Br:1]Br.[CH3:3][C:4]1([CH3:16])[C:8](=[O:9])[C:7]2[CH:10]=[CH:11][C:12]([CH3:15])=[C:13]([CH3:14])[C:6]=2[O:5]1.S([O-])([O-])=O.[Na+].[Na+]. The catalyst is C(O)(=O)C. The product is [Br:1][C:11]1[C:12]([CH3:15])=[C:13]([CH3:14])[C:6]2[O:5][C:4]([CH3:16])([CH3:3])[C:8](=[O:9])[C:7]=2[CH:10]=1. The yield is 0.880. (5) The reactants are Br[C:2]1[C:3]([CH:10]=[O:11])=[CH:4][C:5]([O:8][CH3:9])=[N:6][CH:7]=1.C([Sn](CCCC)(CCCC)[C:17]1[N:18]=[CH:19][N:20]([C:22]([C:35]2[CH:40]=[CH:39][CH:38]=[CH:37][CH:36]=2)([C:29]2[CH:34]=[CH:33][CH:32]=[CH:31][CH:30]=2)[C:23]2[CH:28]=[CH:27][CH:26]=[CH:25][CH:24]=2)[CH:21]=1)CCC. The catalyst is C(#N)C.O. The product is [CH3:9][O:8][C:5]1[CH:4]=[C:3]([CH:10]=[O:11])[C:2]([C:17]2[N:18]=[CH:19][N:20]([C:22]([C:23]3[CH:28]=[CH:27][CH:26]=[CH:25][CH:24]=3)([C:35]3[CH:36]=[CH:37][CH:38]=[CH:39][CH:40]=3)[C:29]3[CH:30]=[CH:31][CH:32]=[CH:33][CH:34]=3)[CH:21]=2)=[CH:7][N:6]=1. The yield is 0.710. (6) The reactants are [Si]([O:8][C@@H:9]1[C@@:26]2([CH3:27])[C:13](=[CH:14][CH:15]=[C:16]3[C@@H:25]2[CH2:24][CH2:23][C@@:21]2([CH3:22])[C@H:17]3[CH2:18][CH:19]=[C:20]2[CH2:28][O:29][CH2:30][CH2:31][CH2:32][CH2:33][C:34]([O:37][Si](CC)(CC)CC)([CH3:36])[CH3:35])[CH2:12][C@@H:11]([O:45][Si](C(C)(C)C)(C)C)[CH2:10]1)(C(C)(C)C)(C)C.O1CCCC1.[F-].C([N+](CCCC)(CCCC)CCCC)CCC. No catalyst specified. The product is [OH:8][C@@H:9]1[C@@:26]2([CH3:27])[C:13](=[CH:14][CH:15]=[C:16]3[C@@H:25]2[CH2:24][CH2:23][C@@:21]2([CH3:22])[C@H:17]3[CH2:18][CH:19]=[C:20]2[CH2:28][O:29][CH2:30][CH2:31][CH2:32][CH2:33][C:34]([OH:37])([CH3:36])[CH3:35])[CH2:12][C@@H:11]([OH:45])[CH2:10]1. The yield is 0.940. (7) The reactants are [O:1]1[CH2:6][CH2:5][N:4]([CH2:7][C:8]2[CH:13]=[CH:12][C:11]([C:14]3[CH:19]=[CH:18][C:17]([CH2:20][CH2:21][C:22]([C:24]4[O:25][C:26]([C:29]5[N:34]=[C:33]([C:35]([O:37]C)=[O:36])[CH:32]=[CH:31][CH:30]=5)=[CH:27][N:28]=4)=[O:23])=[CH:16][CH:15]=3)=[CH:10][CH:9]=2)[CH2:3][CH2:2]1.[Li+].[OH-].Cl. The catalyst is C1COCC1.O.C(Cl)Cl. The product is [O:1]1[CH2:2][CH2:3][N:4]([CH2:7][C:8]2[CH:9]=[CH:10][C:11]([C:14]3[CH:15]=[CH:16][C:17]([CH2:20][CH2:21][C:22]([C:24]4[O:25][C:26]([C:29]5[N:34]=[C:33]([C:35]([OH:37])=[O:36])[CH:32]=[CH:31][CH:30]=5)=[CH:27][N:28]=4)=[O:23])=[CH:18][CH:19]=3)=[CH:12][CH:13]=2)[CH2:5][CH2:6]1. The yield is 0.690.